Dataset: Reaction yield outcomes from USPTO patents with 853,638 reactions. Task: Predict the reaction yield, written as a fraction of the theoretical maximum amount of product (1.0 means a 100% yield; for example, 0.34 means a 34% yield). (1) The reactants are C([O:8][C:9](=[O:31])[C@@H:10]1[CH2:14][CH2:13][CH2:12][N:11]1[C:15](=[O:30])[CH:16]([CH2:26][CH:27]([CH3:29])[CH3:28])[NH:17][C:18](=[O:25])[C:19]1[CH:24]=[CH:23][CH:22]=[CH:21][CH:20]=1)C1C=CC=CC=1.[H][H]. The catalyst is CO.[C].[Pd]. The product is [C:18]([NH:17][CH:16]([C:15]([N:11]1[CH2:12][CH2:13][CH2:14][C@H:10]1[C:9]([OH:31])=[O:8])=[O:30])[CH2:26][CH:27]([CH3:29])[CH3:28])(=[O:25])[C:19]1[CH:20]=[CH:21][CH:22]=[CH:23][CH:24]=1. The yield is 0.980. (2) The reactants are C1C=C(Cl)C=C(C(OO)=O)C=1.[Cl:12][C:13]1[CH:18]=[CH:17][CH:16]=[C:15]([Cl:19])[C:14]=1[N:20]1[CH:31]=[CH:30][C:23]2[N:24]=[C:25](SC)[N:26]=[CH:27][C:22]=2[C:21]1=[O:32].CCN(C(C)C)C(C)C.[NH2:42][C:43]1[CH:48]=[CH:47][C:46]([C:49]([N:51]2[CH2:56][CH2:55][N:54]([CH3:57])[CH2:53][CH2:52]2)=[O:50])=[CH:45][CH:44]=1. The catalyst is C(Cl)Cl.C1(C)C=CC=CC=1. The product is [Cl:12][C:13]1[CH:18]=[CH:17][CH:16]=[C:15]([Cl:19])[C:14]=1[N:20]1[CH:31]=[CH:30][C:23]2[N:24]=[C:25]([NH:42][C:43]3[CH:44]=[CH:45][C:46]([C:49]([N:51]4[CH2:52][CH2:53][N:54]([CH3:57])[CH2:55][CH2:56]4)=[O:50])=[CH:47][CH:48]=3)[N:26]=[CH:27][C:22]=2[C:21]1=[O:32]. The yield is 0.0700. (3) The reactants are [NH2:1][C:2]1[C:10]2[C:5](=[N:6][C:7]([N:14]3[CH2:19][CH2:18][CH:17]([OH:20])[CH2:16][CH2:15]3)=[CH:8][C:9]=2[CH2:11][CH2:12][CH3:13])[S:4][C:3]=1[C:21]#[N:22].[CH:23]([NH2:25])=O. The catalyst is O. The product is [NH2:22][C:21]1[C:3]2[S:4][C:5]3[N:6]=[C:7]([N:14]4[CH2:15][CH2:16][CH:17]([OH:20])[CH2:18][CH2:19]4)[CH:8]=[C:9]([CH2:11][CH2:12][CH3:13])[C:10]=3[C:2]=2[N:1]=[CH:23][N:25]=1. The yield is 0.350.